From a dataset of Forward reaction prediction with 1.9M reactions from USPTO patents (1976-2016). Predict the product of the given reaction. (1) Given the reactants [CH3:1][N:2]([CH3:17])[C:3]1[CH:8]=[CH:7][C:6]([C:9]#[C:10][C:11]2[CH:16]=[CH:15][CH:14]=[CH:13][CH:12]=2)=[CH:5][CH:4]=1.[F-].[K+].C1O[CH2:36][CH2:35]OCCOCCOCCOCCOC1.[CH2:38]1[CH2:42]OC[CH2:39]1, predict the reaction product. The product is: [CH3:17][N:2]([C:1]1[CH:36]=[CH:35][CH:42]=[CH:38][CH:39]=1)[C:3]1[CH:8]=[CH:7][C:6]([C:9]#[C:10][C:11]2[CH:16]=[CH:15][CH:14]=[CH:13][CH:12]=2)=[CH:5][CH:4]=1. (2) The product is: [CH3:21][C:22]1[CH:31]=[CH:30][C:29]2[C:24](=[CH:25][CH:26]=[CH:27][CH:28]=2)[C:23]=1[C:32]([N:17]1[CH2:16][CH:15]2[CH:19]([CH2:20][N:13]([C:9]3[N:8]=[C:7]([C:1]4[CH:2]=[CH:3][CH:4]=[CH:5][CH:6]=4)[CH:12]=[CH:11][N:10]=3)[CH2:14]2)[CH2:18]1)=[O:33]. Given the reactants [C:1]1([C:7]2[CH:12]=[CH:11][N:10]=[C:9]([N:13]3[CH2:20][CH:19]4[CH:15]([CH2:16][NH:17][CH2:18]4)[CH2:14]3)[N:8]=2)[CH:6]=[CH:5][CH:4]=[CH:3][CH:2]=1.[CH3:21][C:22]1[CH:31]=[CH:30][C:29]2[C:24](=[CH:25][CH:26]=[CH:27][CH:28]=2)[C:23]=1[C:32](O)=[O:33], predict the reaction product. (3) The product is: [CH:1]1([CH2:4][N:5]([C:29](=[O:30])[CH:28]([CH3:32])[CH3:27])[C:6]2[N:7]=[CH:8][C:9]([O:12][C:13]3[CH:14]=[C:15]([CH:20]=[C:21]([O:23][CH:24]([CH3:26])[CH3:25])[CH:22]=3)[C:16]([O:18][CH3:19])=[O:17])=[N:10][CH:11]=2)[CH2:3][CH2:2]1. Given the reactants [CH:1]1([CH2:4][NH:5][C:6]2[N:7]=[CH:8][C:9]([O:12][C:13]3[CH:14]=[C:15]([CH:20]=[C:21]([O:23][CH:24]([CH3:26])[CH3:25])[CH:22]=3)[C:16]([O:18][CH3:19])=[O:17])=[N:10][CH:11]=2)[CH2:3][CH2:2]1.[CH3:27][CH:28]([CH3:32])[C:29](Cl)=[O:30], predict the reaction product. (4) The product is: [NH2:11][C:14]1[CH:15]=[CH:16][C:17]([CH2:20][CH2:21][C:22]([OH:24])=[O:23])=[CH:18][CH:19]=1. Given the reactants C(O)=O.C(N(CC)CC)C.[N+:11]([C:14]1[CH:19]=[CH:18][C:17]([CH2:20][CH2:21][C:22]([OH:24])=[O:23])=[CH:16][CH:15]=1)([O-])=O.C, predict the reaction product.